From a dataset of Forward reaction prediction with 1.9M reactions from USPTO patents (1976-2016). Predict the product of the given reaction. (1) Given the reactants [Si:1]([O:8][C@@H:9]1[CH2:14][C@@H:13]2[C@@H:11]([CH2:12]2)[C@@H:10]1[OH:15])([C:4]([CH3:7])([CH3:6])[CH3:5])([CH3:3])[CH3:2].CCN(C(C)C)C(C)C.[CH3:25][O:26][CH2:27]Cl, predict the reaction product. The product is: [C:4]([Si:1]([O:8][C@@H:9]1[CH2:14][C@@H:13]2[C@@H:11]([CH2:12]2)[C@@H:10]1[O:15][CH2:25][O:26][CH3:27])([CH3:3])[CH3:2])([CH3:7])([CH3:6])[CH3:5]. (2) The product is: [Br:3][C:4]1[CH:5]=[N:6][CH:7]=[C:8]([CH:13]=1)[C:9]([N:11]([CH3:14])[CH3:12])=[O:10]. Given the reactants [H-].[Na+].[Br:3][C:4]1[CH:5]=[N:6][CH:7]=[C:8]([CH:13]=1)[C:9]([NH:11][CH3:12])=[O:10].[CH3:14]I.[Cl-].[NH4+], predict the reaction product. (3) Given the reactants [OH:1][CH2:2][CH2:3][CH2:4][CH2:5][CH2:6][CH2:7][NH:8][C:9](=O)OC(C)(C)C.[H-].[H-].[H-].[H-].[Li+].[Al+3].[OH-].[Na+].[O-]S([O-])(=O)=O.[Mg+2], predict the reaction product. The product is: [CH3:9][NH:8][CH2:7][CH2:6][CH2:5][CH2:4][CH2:3][CH2:2][OH:1]. (4) Given the reactants Br[C:2]1[CH:3]=[C:4]([C:7]([OH:12])=[CH:8][C:9]=1[O:10][CH3:11])[CH:5]=[O:6].[CH3:13][C:14]1[C:15](B(O)O)=[CH:16][C:17]2[C:18]([CH3:27])([CH3:26])[CH2:19][CH2:20][C:21]([CH3:25])([CH3:24])[C:22]=2[CH:23]=1.C(=O)([O-])[O-].[K+].[K+].O, predict the reaction product. The product is: [CH3:13][C:14]1[C:15]([C:2]2[CH:3]=[C:4]([C:7]([OH:12])=[CH:8][C:9]=2[O:10][CH3:11])[CH:5]=[O:6])=[CH:16][C:17]2[C:18]([CH3:27])([CH3:26])[CH2:19][CH2:20][C:21]([CH3:25])([CH3:24])[C:22]=2[CH:23]=1. (5) The product is: [CH2:16]([O:9][CH2:8][CH2:7][C:6]1[S:5][C:4]2[CH:10]=[CH:11][CH:12]=[CH:13][C:3]=2[C:2]=1[Br:1])[C:17]1[CH:22]=[CH:21][CH:20]=[CH:19][CH:18]=1. Given the reactants [Br:1][C:2]1[C:3]2[CH:13]=[CH:12][CH:11]=[CH:10][C:4]=2[S:5][C:6]=1[CH2:7][CH2:8][OH:9].[H-].[Na+].[CH2:16](Br)[C:17]1[CH:22]=[CH:21][CH:20]=[CH:19][CH:18]=1, predict the reaction product. (6) Given the reactants CS(O)(=O)=O.[CH3:6][S:7]([O:10][C:11]1[CH:16]=[CH:15][C:14]([C:17]2[C:18]([C:23]([OH:25])=O)=[CH:19][CH:20]=[CH:21][CH:22]=2)=[CH:13][CH:12]=1)(=[O:9])=[O:8].[NH2:26][C:27]1[CH:32]=[CH:31][C:30]([N:33]([CH2:36][CH2:37][C:38]2[CH:43]=[CH:42][CH:41]=[CH:40][N:39]=2)[CH:34]=[O:35])=[CH:29][CH:28]=1.C(N(CC)CC)C.C(OCC)(=O)C, predict the reaction product. The product is: [CH3:6][S:7]([O:10][C:11]1[CH:12]=[CH:13][C:14]([C:17]2[CH:22]=[CH:21][CH:20]=[CH:19][C:18]=2[C:23]([NH:26][C:27]2[CH:28]=[CH:29][C:30]([N:33]([CH:34]=[O:35])[CH2:36][CH2:37][C:38]3[CH:43]=[CH:42][CH:41]=[CH:40][N:39]=3)=[CH:31][CH:32]=2)=[O:25])=[CH:15][CH:16]=1)(=[O:8])=[O:9]. (7) Given the reactants C(OC[N:10]1[C:14]2[CH:15]=[N:16][NH:17][C:18](=[O:19])[C:13]=2[C:12]([CH2:20][C:21]2[CH:26]=[CH:25][CH:24]=[C:23]([O:27][CH3:28])[N:22]=2)=[C:11]1[C:29]1[CH:34]=[CH:33][C:32]([O:35][CH:36]([F:38])[F:37])=[C:31]([O:39][CH:40]2[CH2:42][CH2:41]2)[CH:30]=1)C1C=CC=CC=1.C(OCN1C2C=NNC(=O)C=2C(CC2C=CC=CC=2F)=C1C1C=CC(OC(F)F)=C(OC2CC2)C=1)C1C=CC=CC=1, predict the reaction product. The product is: [CH:40]1([O:39][C:31]2[CH:30]=[C:29]([C:11]3[NH:10][C:14]4[CH:15]=[N:16][NH:17][C:18](=[O:19])[C:13]=4[C:12]=3[CH2:20][C:21]3[CH:26]=[CH:25][CH:24]=[C:23]([O:27][CH3:28])[N:22]=3)[CH:34]=[CH:33][C:32]=2[O:35][CH:36]([F:38])[F:37])[CH2:42][CH2:41]1. (8) The product is: [CH2:29]([N:36]1[C:40](=[O:41])[C:39](=[C:10]2[N:9]([CH3:14])[C:8]3[C:3]([O:2][CH3:1])=[CH:4][CH:5]=[CH:6][C:7]=3[S:11]2)[S:38][C:37]1=[N:42][C:43]1[CH:44]=[C:45]([CH:48]=[CH:49][C:50]=1[NH:51][CH2:52][CH3:53])[C:46]#[N:47])[C:30]1[CH:35]=[CH:34][CH:33]=[CH:32][CH:31]=1. Given the reactants [CH3:1][O:2][C:3]1[C:8]2[N:9]=[C:10](SC)[S:11][C:7]=2[CH:6]=[CH:5][CH:4]=1.[C:14]1(C)C=CC(S(OC)(=O)=O)=CC=1.CC#N.[CH2:29]([N:36]1[C:40](=[O:41])[CH2:39][S:38][C:37]1=[N:42][C:43]1[CH:44]=[C:45]([CH:48]=[CH:49][C:50]=1[NH:51][CH2:52][CH3:53])[C:46]#[N:47])[C:30]1[CH:35]=[CH:34][CH:33]=[CH:32][CH:31]=1, predict the reaction product. (9) Given the reactants C([O:4][C@H:5]([CH3:25])[CH2:6][CH2:7][CH2:8][CH2:9][N:10]1[C:15](=[O:16])[C:14]2[C:17](=[O:22])[CH:18]=[C:19]([CH3:21])[NH:20][C:13]=2[N:12]([CH3:23])[C:11]1=[O:24])(=O)C.Cl.C(=O)(O)[O-].[Na+], predict the reaction product. The product is: [CH3:23][N:12]1[C:13]2[NH:20][C:19]([CH3:21])=[CH:18][C:17](=[O:22])[C:14]=2[C:15](=[O:16])[N:10]([CH2:9][CH2:8][CH2:7][CH2:6][C@H:5]([OH:4])[CH3:25])[C:11]1=[O:24]. (10) Given the reactants [CH3:1][CH:2]([CH2:7][CH2:8][CH2:9][CH:10]([CH3:22])[CH2:11][CH2:12][CH2:13][CH:14]([CH3:21])[CH2:15][CH2:16][CH2:17][CH:18]([CH3:20])[CH3:19])[CH2:3][C:4]([OH:6])=[O:5].[CH2:23](O)[CH3:24].OS(O)(=O)=O, predict the reaction product. The product is: [CH2:23]([O:5][C:4](=[O:6])[CH2:3][CH:2]([CH3:1])[CH2:7][CH2:8][CH2:9][CH:10]([CH3:22])[CH2:11][CH2:12][CH2:13][CH:14]([CH3:21])[CH2:15][CH2:16][CH2:17][CH:18]([CH3:20])[CH3:19])[CH3:24].